This data is from hERG potassium channel inhibition data for cardiac toxicity prediction from Karim et al.. The task is: Regression/Classification. Given a drug SMILES string, predict its toxicity properties. Task type varies by dataset: regression for continuous values (e.g., LD50, hERG inhibition percentage) or binary classification for toxic/non-toxic outcomes (e.g., AMES mutagenicity, cardiotoxicity, hepatotoxicity). Dataset: herg_karim. The compound is CC(C)(O)c1ccc(-c2cccc(-n3cc(C(=O)NC4CC4)c(=O)c4cccnc43)c2)c[n+]1[O-]. The result is 0 (non-blocker).